Dataset: Catalyst prediction with 721,799 reactions and 888 catalyst types from USPTO. Task: Predict which catalyst facilitates the given reaction. Reactant: [CH2:1]([O:3][CH2:4][CH2:5][S:6]([C:9]1[CH:14]=[CH:13][C:12]([C:15]([C:23]2[NH:32][C:26]3=[N:27][CH:28]=[C:29]([F:31])[CH:30]=[C:25]3[CH:24]=2)=[CH:16][CH:17]2[CH2:22][CH2:21][O:20][CH2:19][CH2:18]2)=[CH:11][CH:10]=1)(=[O:8])=[O:7])[CH3:2]. Product: [CH2:1]([O:3][CH2:4][CH2:5][S:6]([C:9]1[CH:10]=[CH:11][C:12]([CH:15]([C:23]2[NH:32][C:26]3=[N:27][CH:28]=[C:29]([F:31])[CH:30]=[C:25]3[CH:24]=2)[CH2:16][CH:17]2[CH2:18][CH2:19][O:20][CH2:21][CH2:22]2)=[CH:13][CH:14]=1)(=[O:7])=[O:8])[CH3:2]. The catalyst class is: 43.